The task is: Predict the reactants needed to synthesize the given product.. This data is from Full USPTO retrosynthesis dataset with 1.9M reactions from patents (1976-2016). (1) Given the product [CH:1]1([C:5]2[NH:12][C:10](=[O:11])[C:9]3[CH:13]=[CH:14][C:15]([C:17]([F:20])([F:19])[F:18])=[N:16][C:8]=3[N:7]=2)[CH2:4][CH2:3][CH2:2]1, predict the reactants needed to synthesize it. The reactants are: [CH:1]1([C:5]([NH:7][C:8]2[N:16]=[C:15]([C:17]([F:20])([F:19])[F:18])[CH:14]=[CH:13][C:9]=2[C:10]([NH2:12])=[O:11])=O)[CH2:4][CH2:3][CH2:2]1.N. (2) Given the product [Br:1][C:2]1[CH:3]=[C:4]2[C:8](=[CH:9][CH:10]=1)[N:7]([CH2:11][CH2:12][CH2:13][CH2:14][OH:15])[C:6]([C:23]1[C:28]3[N:29]([CH3:36])[C:30](=[O:35])[N:31]([CH:32]4[CH2:34][CH2:33]4)[C:27]=3[CH:26]=[CH:25][N:24]=1)=[CH:5]2, predict the reactants needed to synthesize it. The reactants are: [Br:1][C:2]1[CH:3]=[C:4]2[C:8](=[CH:9][CH:10]=1)[N:7]([CH2:11][CH2:12][CH2:13][CH2:14][O:15][Si](C(C)(C)C)(C)C)[C:6]([C:23]1[C:28]3[N:29]([CH3:36])[C:30](=[O:35])[N:31]([CH:32]4[CH2:34][CH2:33]4)[C:27]=3[CH:26]=[CH:25][N:24]=1)=[CH:5]2.[F-].[NH4+].